Task: Binary Classification. Given a miRNA mature sequence and a target amino acid sequence, predict their likelihood of interaction.. Dataset: Experimentally validated miRNA-target interactions with 360,000+ pairs, plus equal number of negative samples (1) The miRNA is hsa-miR-3145-3p with sequence AGAUAUUUUGAGUGUUUGGAAUUG. The protein sequence of the target gene is MSSPGIDGDPKPPCLPRNGLVKLPGQPNGLGAASITKGTPAAKNRPCQPPPPPTLPPPSLATPLSRVALAGGPCPPASGPASGPVSGPPVERPPLATDEKILNGLFWYFSACEKCILAQVCKAWRRVLYQPKFWAGLTPVLHAKELYNVLPGGEKEFVNLQGFAARGFEGFCLVGVSDLDICEFIDNYSLSKKGVKAMSLKRSTITDAGLEVMLEQMQGVVRLELSGCNDFTEAGLWSSLSARITSLSVSDCINVADDAIAAISQLLPNLAELSLQAYHVTDTALAYFTARQGHSTHTLR.... Result: 0 (no interaction). (2) The miRNA is mmu-miR-483-5p with sequence AAGACGGGAGAAGAGAAGGGAG. The protein sequence of the target gene is MKLKDTKSRPKQSSCGKFQTKGIKVVGKWKEVKIDPNMFADGQMDDLVCFEELTDYQLVSPAKNPSSLFSKEAPKRKAQAVSEEEEEEEGKSSSPKKKIKLKKSKNVATEGTSTQKEFEVKDPELEAQGDDMVCDDPEAGEMTSENLVQTAPKKKKNKGKKGLEPSQSTAAKVPKKAKTWIPEVHDQKADVSAWKDLFVPRPVLRALSFLGFSAPTPIQALTLAPAIRDKLDILGAAETGSGKTLAFAIPMIHAVLQWQKRNAAPPPSNTEAPPGETRTEAGAETRSPGKAEAESDALPD.... Result: 0 (no interaction). (3) The miRNA is hsa-miR-3124-5p with sequence UUCGCGGGCGAAGGCAAAGUC. The protein sequence of the target gene is MKKEHVSHCQFSAWYPLFRSLTIKSVILPLPQNVKDYLLDDGTLVVSGREDPPTCSQSDSGNEAEETQWSDDESTATLTAPEFPEFNTQVQEAINSLGGSVFPKLNWSAPRDAYWIAMNSSLKCKTLSDIFLLFKSSDFITHDFTQPFIHCTDDSPDPCIEYELVLRKWCELIPGAEFRCFVKENKLIGISQRDYTQYYDHISKQKEEICRCIQDFFKEHLQYKFLDEDFVFDIYRDSRGKVWLIDFNPFGEVTDSLLFTWEELTSENNLRGEVTEGDAQEQDSPAFRCTNSEVTVQPSP.... Result: 0 (no interaction).